The task is: Regression. Given two drug SMILES strings and cell line genomic features, predict the synergy score measuring deviation from expected non-interaction effect.. This data is from NCI-60 drug combinations with 297,098 pairs across 59 cell lines. (1) Drug 1: CC(C1=C(C=CC(=C1Cl)F)Cl)OC2=C(N=CC(=C2)C3=CN(N=C3)C4CCNCC4)N. Drug 2: C1C(C(OC1N2C=C(C(=O)NC2=O)F)CO)O. Cell line: MDA-MB-435. Synergy scores: CSS=21.5, Synergy_ZIP=-6.96, Synergy_Bliss=-3.49, Synergy_Loewe=-5.18, Synergy_HSA=-4.92. (2) Drug 1: CCC1(CC2CC(C3=C(CCN(C2)C1)C4=CC=CC=C4N3)(C5=C(C=C6C(=C5)C78CCN9C7C(C=CC9)(C(C(C8N6C=O)(C(=O)OC)O)OC(=O)C)CC)OC)C(=O)OC)O.OS(=O)(=O)O. Drug 2: CCC1(CC2CC(C3=C(CCN(C2)C1)C4=CC=CC=C4N3)(C5=C(C=C6C(=C5)C78CCN9C7C(C=CC9)(C(C(C8N6C)(C(=O)OC)O)OC(=O)C)CC)OC)C(=O)OC)O.OS(=O)(=O)O. Cell line: SF-268. Synergy scores: CSS=20.9, Synergy_ZIP=-5.37, Synergy_Bliss=-0.0557, Synergy_Loewe=-1.01, Synergy_HSA=-0.736. (3) Drug 1: CC1=C2C(C(=O)C3(C(CC4C(C3C(C(C2(C)C)(CC1OC(=O)C(C(C5=CC=CC=C5)NC(=O)C6=CC=CC=C6)O)O)OC(=O)C7=CC=CC=C7)(CO4)OC(=O)C)O)C)OC(=O)C. Drug 2: C1=NNC2=C1C(=O)NC=N2. Cell line: RXF 393. Synergy scores: CSS=14.7, Synergy_ZIP=-5.73, Synergy_Bliss=-0.00276, Synergy_Loewe=-20.8, Synergy_HSA=-1.32.